Dataset: Forward reaction prediction with 1.9M reactions from USPTO patents (1976-2016). Task: Predict the product of the given reaction. (1) Given the reactants C([O:3][C:4](=[O:17])[CH2:5][C:6]1[C:14]2[C:9](=[CH:10][CH:11]=[C:12]([F:15])[CH:13]=2)[NH:8][C:7]=1[CH3:16])C.[H-].[Na+].Br[CH2:21][C:22]1[CH:27]=[CH:26][C:25]([S:28]([N:31]2[CH2:36][CH2:35][O:34][CH2:33][CH2:32]2)(=[O:30])=[O:29])=[CH:24][CH:23]=1.Cl, predict the reaction product. The product is: [F:15][C:12]1[CH:13]=[C:14]2[C:9](=[CH:10][CH:11]=1)[N:8]([CH2:21][C:22]1[CH:27]=[CH:26][C:25]([S:28]([N:31]3[CH2:36][CH2:35][O:34][CH2:33][CH2:32]3)(=[O:30])=[O:29])=[CH:24][CH:23]=1)[C:7]([CH3:16])=[C:6]2[CH2:5][C:4]([OH:3])=[O:17]. (2) Given the reactants [C:1]12([C:11]3[CH:12]=[C:13]([C:19]4[CH:20]=[C:21]([CH:31]=[CH:32][CH:33]=4)[CH:22]=[C:23]4[S:27][C:26](SC)=[N:25][C:24]4=[O:30])[CH:14]=[C:15]([F:18])[C:16]=3[OH:17])[CH2:10][CH:5]3[CH2:6][CH:7]([CH2:9][CH:3]([CH2:4]3)[CH2:2]1)[CH2:8]2.[NH2:34][N:35]1[CH2:39][CH2:38][CH2:37][CH2:36]1, predict the reaction product. The product is: [C:1]12([C:11]3[CH:12]=[C:13]([C:19]4[CH:20]=[C:21]([CH:31]=[CH:32][CH:33]=4)[CH:22]=[C:23]4[S:27][C:26]([NH:34][N:35]5[CH2:39][CH2:38][CH2:37][CH2:36]5)=[N:25][C:24]4=[O:30])[CH:14]=[C:15]([F:18])[C:16]=3[OH:17])[CH2:8][CH:7]3[CH2:9][CH:3]([CH2:4][CH:5]([CH2:6]3)[CH2:10]1)[CH2:2]2.